From a dataset of Reaction yield outcomes from USPTO patents with 853,638 reactions. Predict the reaction yield, written as a fraction of the theoretical maximum amount of product (1.0 means a 100% yield; for example, 0.34 means a 34% yield). (1) The reactants are [C:1]([C:5]1([CH3:11])[CH:9]=[CH:8][CH:7]([CH3:10])[O:6]1)([CH3:4])([CH3:3])[CH3:2]. The catalyst is [Pd]. The product is [C:1]([C:5]1([CH3:11])[CH2:9][CH2:8][CH:7]([CH3:10])[O:6]1)([CH3:4])([CH3:2])[CH3:3]. The yield is 0.820. (2) The reactants are [N+:1]([C:4]1[C:9]([OH:10])=[CH:8][CH:7]=[CH:6][C:5]=1[OH:11])([O-])=O. The catalyst is CO.[Pd]. The product is [NH2:1][C:4]1[C:9]([OH:10])=[CH:8][CH:7]=[CH:6][C:5]=1[OH:11]. The yield is 0.750. (3) The reactants are [F:1][C:2]1[CH:14]=[CH:13][C:5]([O:6][CH2:7][CH:8]([OH:12])[CH2:9][O:10][CH3:11])=[CH:4][CH:3]=1.[Cr](Cl)([O-])(=O)=O.[NH+]1C=CC=CC=1.N1C=CC=CC=1. The catalyst is C(Cl)Cl. The product is [F:1][C:2]1[CH:3]=[CH:4][C:5]([O:6][CH2:7][C:8](=[O:12])[CH2:9][O:10][CH3:11])=[CH:13][CH:14]=1. The yield is 0.339. (4) The reactants are [CH2:1](Cl)CCl.[CH3:5][CH2:6][C:7]1[C:12]2[NH:13][C:14]([CH2:17][NH2:18])=[C:15]([CH3:16])[C:11]=2[CH:10]=[CH:9][CH:8]=1.Cl.[O:20]=[C:21]1[CH2:26][O:25][C:24]2[CH:27]=[C:28](/[CH:31]=[CH:32]/[C:33]([OH:35])=O)[CH:29]=[N:30][C:23]=2[NH:22]1.C1C=CC2N(O)N=NC=2C=1.CCN(C(C)C)C(C)C. The catalyst is CN(C=O)C.O. The product is [CH2:6]([C:7]1[CH:8]=[CH:9][CH:10]=[C:11]2[C:12]=1[NH:13][C:14]([CH2:17][N:18]([CH3:1])[C:33](=[O:35])/[CH:32]=[CH:31]/[C:28]1[CH:29]=[N:30][C:23]3[NH:22][C:21](=[O:20])[CH2:26][O:25][C:24]=3[CH:27]=1)=[C:15]2[CH3:16])[CH3:5]. The yield is 0.0000100. (5) The reactants are [Br:1][C:2]1[CH:11]=[CH:10][CH:9]=[C:8]2[C:3]=1[CH:4]=[CH:5][CH:6]=[N:7]2.C1C=C(Cl)C=C(C(OO)=[O:20])C=1.[OH-].[Na+]. The catalyst is C(Cl)Cl. The product is [Br:1][C:2]1[CH:11]=[CH:10][CH:9]=[C:8]2[C:3]=1[CH:4]=[CH:5][CH:6]=[N+:7]2[O-:20]. The yield is 0.990. (6) The reactants are [CH3:1][CH:2]([CH3:11])[CH2:3][CH2:4][NH:5][C:6]1[NH:7][N:8]=[CH:9][CH:10]=1.CCN(CC)CC.[CH2:19]([O:21][C:22]([CH:24]([C:30](OCC)=[O:31])[C:25](OCC)=[O:26])=[O:23])[CH3:20]. The catalyst is C(#N)C. The product is [CH2:19]([O:21][C:22]([CH:24]1[C:30](=[O:31])[N:7]2[N:8]=[CH:9][CH:10]=[C:6]2[N:5]([CH2:4][CH2:3][CH:2]([CH3:11])[CH3:1])[C:25]1=[O:26])=[O:23])[CH3:20]. The yield is 0.610. (7) The yield is 0.660. The reactants are C(OC1[CH:10]=[CH:9][C:8]([C:11]#[C:12][Se:13][C:14]2[CH:23]=[CH:22][C:21]3[C:20]([CH3:25])([CH3:24])[CH2:19][CH2:18][C:17]([CH3:27])([CH3:26])[C:16]=3[CH:15]=2)=[CH:7][CH:6]=1)(=O)C.[C:28](=[O:31])([O-])[O-].[K+].[K+].[CH2:34](OCC)C.O. The catalyst is CO. The product is [CH3:34][C:23]1[C:14]([Se:13][C:12]#[C:11][C:8]2[CH:9]=[CH:10][C:28]([OH:31])=[CH:6][CH:7]=2)=[CH:15][C:16]2[C:17]([CH3:27])([CH3:26])[CH2:18][CH2:19][C:20]([CH3:25])([CH3:24])[C:21]=2[CH:22]=1.